From a dataset of Reaction yield outcomes from USPTO patents with 853,638 reactions. Predict the reaction yield, written as a fraction of the theoretical maximum amount of product (1.0 means a 100% yield; for example, 0.34 means a 34% yield). (1) The reactants are [CH:1]([O:14][C:15]1[CH:20]=[CH:19][C:18]([N+:21]([O-])=O)=[CH:17][C:16]=1[C:24](=[O:27])[CH2:25][CH3:26])([C:8]1[CH:13]=[CH:12][CH:11]=[CH:10][CH:9]=1)[C:2]1[CH:7]=[CH:6][CH:5]=[CH:4][CH:3]=1. The catalyst is C(OCC)(=O)C.CO.[C].[Ir]. The product is [NH2:21][C:18]1[CH:19]=[CH:20][C:15]([O:14][CH:1]([C:2]2[CH:3]=[CH:4][CH:5]=[CH:6][CH:7]=2)[C:8]2[CH:9]=[CH:10][CH:11]=[CH:12][CH:13]=2)=[C:16]([C:24](=[O:27])[CH2:25][CH3:26])[CH:17]=1. The yield is 0.349. (2) The reactants are [F:1][C:2]1[CH:7]=[C:6]([O:8][C:9]([F:12])([F:11])[F:10])[CH:5]=[CH:4][C:3]=1[C@H:13]1[CH2:18][C@H:17]([C:19]2[O:23][NH:22][C:21](=[O:24])[CH:20]=2)[CH2:16][CH2:15][N:14]1C(OC)=O.Br. No catalyst specified. The yield is 0.590. The product is [F:1][C:2]1[CH:7]=[C:6]([O:8][C:9]([F:10])([F:11])[F:12])[CH:5]=[CH:4][C:3]=1[C@H:13]1[CH2:18][C@H:17]([C:19]2[O:23][NH:22][C:21](=[O:24])[CH:20]=2)[CH2:16][CH2:15][NH:14]1.